This data is from Full USPTO retrosynthesis dataset with 1.9M reactions from patents (1976-2016). The task is: Predict the reactants needed to synthesize the given product. (1) Given the product [Cl:1][C:2]1[CH:3]=[CH:4][C:5]([O:22][CH2:23][C:24]2[CH:25]=[CH:26][CH:27]=[CH:28][CH:29]=2)=[C:6]([CH2:8][N:9]2[CH:13]=[CH:12][C:11]([N:14]3[CH2:19][CH2:18][NH:17][CH2:16][C:15]3=[O:21])=[N:10]2)[CH:7]=1, predict the reactants needed to synthesize it. The reactants are: [Cl:1][C:2]1[CH:3]=[CH:4][C:5]([O:22][CH2:23][C:24]2[CH:29]=[CH:28][CH:27]=[CH:26][CH:25]=2)=[C:6]([CH2:8][N:9]2[CH:13]=[CH:12][C:11]([NH:14][C:15](=[O:21])[CH2:16][NH:17][CH2:18][CH2:19]O)=[N:10]2)[CH:7]=1.C1(P(C2C=CC=CC=2)C2C=CC=CC=2)C=CC=CC=1.Cl.O1CCOCC1. (2) Given the product [CH3:1][N:2]1[CH2:7][CH2:6][C:5]([C:8]2[CH:13]=[CH:12][CH:11]=[C:10]([F:14])[CH:9]=2)([CH2:15][NH:16][C:29]([C:21]2[C:22]3[C:27](=[CH:26][CH:25]=[CH:24][CH:23]=3)[CH:28]=[C:19]([C:17]#[N:18])[C:20]=2[O:32][CH3:33])=[O:30])[CH2:4][CH2:3]1, predict the reactants needed to synthesize it. The reactants are: [CH3:1][N:2]1[CH2:7][CH2:6][C:5]([CH2:15][NH2:16])([C:8]2[CH:13]=[CH:12][CH:11]=[C:10]([F:14])[CH:9]=2)[CH2:4][CH2:3]1.[C:17]([C:19]1[C:20]([O:32][CH3:33])=[C:21]([C:29](Cl)=[O:30])[C:22]2[C:27]([CH:28]=1)=[CH:26][CH:25]=[CH:24][CH:23]=2)#[N:18].